This data is from Forward reaction prediction with 1.9M reactions from USPTO patents (1976-2016). The task is: Predict the product of the given reaction. (1) Given the reactants [H-].[Na+].[Br:3][C:4]1[CH:9]=[N:8][C:7]([Cl:10])=[C:6]2[NH:11][CH:12]=[CH:13][C:5]=12.[C:14]1([S:20](Cl)(=[O:22])=[O:21])[CH:19]=[CH:18][CH:17]=[CH:16][CH:15]=1.P([O-])([O-])(O)=O.[Na+].[Na+], predict the reaction product. The product is: [C:14]1([S:20]([N:11]2[C:6]3=[C:7]([Cl:10])[N:8]=[CH:9][C:4]([Br:3])=[C:5]3[CH:13]=[CH:12]2)(=[O:22])=[O:21])[CH:19]=[CH:18][CH:17]=[CH:16][CH:15]=1. (2) Given the reactants Cl[C:2]1[C:11]2[C:6](=[C:7]([NH:12][S:13]([C:16]3[CH:21]=[CH:20][CH:19]=[CH:18][CH:17]=3)(=[O:15])=[O:14])[CH:8]=[CH:9][CH:10]=2)[N:5]=[CH:4][CH:3]=1.[CH2:22]([NH:24][CH2:25][CH3:26])[CH3:23].CCN(C(C)C)C(C)C, predict the reaction product. The product is: [CH2:22]([N:24]([CH2:25][CH3:26])[C:2]1[C:11]2[C:6](=[C:7]([NH:12][S:13]([C:16]3[CH:21]=[CH:20][CH:19]=[CH:18][CH:17]=3)(=[O:15])=[O:14])[CH:8]=[CH:9][CH:10]=2)[N:5]=[CH:4][CH:3]=1)[CH3:23]. (3) Given the reactants [F:1][C:2]([F:41])([F:40])[C:3]1[CH:4]=[C:5]([CH:33]=[C:34]([C:36]([F:39])([F:38])[F:37])[CH:35]=1)[CH2:6][N:7]([C:26]1[N:31]=[CH:30][C:29](Br)=[CH:28][N:27]=1)[CH2:8][C:9]1[CH:14]=[C:13]([C:15]([F:18])([F:17])[F:16])[CH:12]=[CH:11][C:10]=1[N:19]([CH2:24][CH3:25])[CH2:20][CH2:21][O:22][CH3:23].CC(C)([O-])C.[Na+].C(P(C(C)(C)C)C1C=CC=CC=1C1C=CC=CC=1)(C)(C)C.[NH:69]1[CH2:74][CH2:73][CH:72]([C:75]([O:77][CH2:78][CH3:79])=[O:76])[CH2:71][CH2:70]1, predict the reaction product. The product is: [F:1][C:2]([F:41])([F:40])[C:3]1[CH:4]=[C:5]([CH:33]=[C:34]([C:36]([F:39])([F:38])[F:37])[CH:35]=1)[CH2:6][N:7]([CH2:8][C:9]1[CH:14]=[C:13]([C:15]([F:18])([F:17])[F:16])[CH:12]=[CH:11][C:10]=1[N:19]([CH2:24][CH3:25])[CH2:20][CH2:21][O:22][CH3:23])[C:26]1[N:31]=[CH:30][C:29]([N:69]2[CH2:74][CH2:73][CH:72]([C:75]([O:77][CH2:78][CH3:79])=[O:76])[CH2:71][CH2:70]2)=[CH:28][N:27]=1.